This data is from Choline transporter screen with 302,306 compounds. The task is: Binary Classification. Given a drug SMILES string, predict its activity (active/inactive) in a high-throughput screening assay against a specified biological target. The drug is O=c1n(c2ccc(cc2)c2ccccc2)c(nc2c1cccc2)C. The result is 0 (inactive).